Dataset: Reaction yield outcomes from USPTO patents with 853,638 reactions. Task: Predict the reaction yield, written as a fraction of the theoretical maximum amount of product (1.0 means a 100% yield; for example, 0.34 means a 34% yield). (1) The reactants are [Br:1][C:2]1[C:3](=[O:9])[NH:4][C:5](=[O:8])[NH:6][N:7]=1.C1(P(C2C=CC=CC=2)C2C=CC=CC=2)C=CC=CC=1.[F:29][C:30]1([F:41])[O:34][C:33]2[CH:35]=[CH:36][C:37]([CH2:39]O)=[CH:38][C:32]=2[O:31]1.N(C(OC(C)(C)C)=O)=NC(OC(C)(C)C)=O. The catalyst is O.C(Cl)Cl. The product is [Br:1][C:2]1[C:3](=[O:9])[N:4]([CH2:39][C:37]2[CH:36]=[CH:35][C:33]3[O:34][C:30]([F:41])([F:29])[O:31][C:32]=3[CH:38]=2)[C:5](=[O:8])[NH:6][N:7]=1. The yield is 0.200. (2) The reactants are [Cl:1][C:2]1[CH:7]=[CH:6][C:5]([CH:8]([NH:15]C(=O)OC(C)(C)C)[CH2:9][NH:10][S:11]([CH3:14])(=[O:13])=[O:12])=[CH:4][CH:3]=1.FC(F)(F)C(O)=O. No catalyst specified. The product is [NH2:15][CH:8]([C:5]1[CH:4]=[CH:3][C:2]([Cl:1])=[CH:7][CH:6]=1)[CH2:9][NH:10][S:11]([CH3:14])(=[O:13])=[O:12]. The yield is 0.860. (3) The reactants are CC(C)([O-])C.[K+].[NH:7]1[CH:11]=[N:10][C:9]([SH:12])=[N:8]1.Cl[CH2:14][C:15](=[O:21])[CH2:16][C:17]([O:19][CH3:20])=[O:18]. The catalyst is CN(C)C=O. The product is [O:21]=[C:15]([CH2:14][S:12][C:9]1[N:10]=[CH:11][NH:7][N:8]=1)[CH2:16][C:17]([O:19][CH3:20])=[O:18]. The yield is 0.830.